From a dataset of NCI-60 drug combinations with 297,098 pairs across 59 cell lines. Regression. Given two drug SMILES strings and cell line genomic features, predict the synergy score measuring deviation from expected non-interaction effect. (1) Drug 1: C1=NC2=C(N=C(N=C2N1C3C(C(C(O3)CO)O)F)Cl)N. Drug 2: C(CC(=O)O)C(=O)CN.Cl. Cell line: SF-268. Synergy scores: CSS=3.59, Synergy_ZIP=2.97, Synergy_Bliss=1.32, Synergy_Loewe=-2.19, Synergy_HSA=-1.96. (2) Drug 1: C1CN1C2=NC(=NC(=N2)N3CC3)N4CC4. Drug 2: C(CN)CNCCSP(=O)(O)O. Cell line: NCI-H460. Synergy scores: CSS=65.3, Synergy_ZIP=5.31, Synergy_Bliss=7.04, Synergy_Loewe=-26.3, Synergy_HSA=6.45. (3) Drug 1: CC1C(C(CC(O1)OC2CC(CC3=C2C(=C4C(=C3O)C(=O)C5=C(C4=O)C(=CC=C5)OC)O)(C(=O)CO)O)N)O.Cl. Drug 2: C1=CC(=CC=C1CC(C(=O)O)N)N(CCCl)CCCl.Cl. Cell line: U251. Synergy scores: CSS=39.0, Synergy_ZIP=-0.759, Synergy_Bliss=5.48, Synergy_Loewe=6.77, Synergy_HSA=7.94. (4) Drug 1: C1CCN(CC1)CCOC2=CC=C(C=C2)C(=O)C3=C(SC4=C3C=CC(=C4)O)C5=CC=C(C=C5)O. Drug 2: C(CCl)NC(=O)N(CCCl)N=O. Cell line: CAKI-1. Synergy scores: CSS=-0.221, Synergy_ZIP=1.23, Synergy_Bliss=0.488, Synergy_Loewe=-2.31, Synergy_HSA=-2.84. (5) Drug 1: C1=NNC2=C1C(=O)NC=N2. Drug 2: C1CN(P(=O)(OC1)NCCCl)CCCl. Cell line: OVCAR-4. Synergy scores: CSS=0.431, Synergy_ZIP=-1.27, Synergy_Bliss=-0.935, Synergy_Loewe=-5.34, Synergy_HSA=-3.06. (6) Drug 1: CC1=CC=C(C=C1)C2=CC(=NN2C3=CC=C(C=C3)S(=O)(=O)N)C(F)(F)F. Drug 2: C(=O)(N)NO. Cell line: TK-10. Synergy scores: CSS=-2.43, Synergy_ZIP=4.91, Synergy_Bliss=5.35, Synergy_Loewe=1.11, Synergy_HSA=0.148. (7) Drug 1: C1=C(C(=O)NC(=O)N1)N(CCCl)CCCl. Drug 2: CC12CCC3C(C1CCC2OP(=O)(O)O)CCC4=C3C=CC(=C4)OC(=O)N(CCCl)CCCl.[Na+]. Cell line: HT29. Synergy scores: CSS=11.8, Synergy_ZIP=-8.61, Synergy_Bliss=-2.00, Synergy_Loewe=-15.6, Synergy_HSA=-2.12. (8) Drug 1: C1=CC(=CC=C1CCCC(=O)O)N(CCCl)CCCl. Drug 2: C1C(C(OC1N2C=NC(=NC2=O)N)CO)O. Cell line: K-562. Synergy scores: CSS=53.0, Synergy_ZIP=5.52, Synergy_Bliss=6.14, Synergy_Loewe=6.27, Synergy_HSA=13.6. (9) Drug 1: CC1CCC2CC(C(=CC=CC=CC(CC(C(=O)C(C(C(=CC(C(=O)CC(OC(=O)C3CCCCN3C(=O)C(=O)C1(O2)O)C(C)CC4CCC(C(C4)OC)OCCO)C)C)O)OC)C)C)C)OC. Drug 2: CC(C)CN1C=NC2=C1C3=CC=CC=C3N=C2N. Cell line: UO-31. Synergy scores: CSS=7.80, Synergy_ZIP=4.81, Synergy_Bliss=7.06, Synergy_Loewe=4.21, Synergy_HSA=3.95. (10) Drug 1: CNC(=O)C1=CC=CC=C1SC2=CC3=C(C=C2)C(=NN3)C=CC4=CC=CC=N4. Drug 2: CC1=C(C(CCC1)(C)C)C=CC(=CC=CC(=CC(=O)O)C)C. Cell line: PC-3. Synergy scores: CSS=1.89, Synergy_ZIP=1.37, Synergy_Bliss=3.14, Synergy_Loewe=1.35, Synergy_HSA=0.811.